Task: Predict the product of the given reaction.. Dataset: Forward reaction prediction with 1.9M reactions from USPTO patents (1976-2016) (1) Given the reactants [N+:1]([C:4]1[CH:5]=[CH:6][CH:7]=[C:8]2[C:13]=1[NH:12][C:11]([C:14]1[CH:19]=[CH:18][CH:17]=[C:16]([C:20]([F:23])([F:22])[F:21])[CH:15]=1)=[CH:10][C:9]2=[O:24])([O-:3])=[O:2].C(N(CC)CC)C.[CH3:32][C:33](OC(C)=O)=[O:34].C([O-])(O)=O.[Na+], predict the reaction product. The product is: [C:33]([O:24][C:9]1[C:8]2[C:13](=[C:4]([N+:1]([O-:3])=[O:2])[CH:5]=[CH:6][CH:7]=2)[N:12]=[C:11]([C:14]2[CH:19]=[CH:18][CH:17]=[C:16]([C:20]([F:23])([F:21])[F:22])[CH:15]=2)[CH:10]=1)(=[O:34])[CH3:32]. (2) Given the reactants [OH:1][CH:2]1[CH2:7][CH2:6][C:5]([CH3:12])([C:8]([O:10][CH3:11])=[O:9])[CH2:4][CH2:3]1.CCN(C(C)C)C(C)C.[CH3:22][Si:23]([CH2:26][CH2:27][O:28][CH2:29]Cl)([CH3:25])[CH3:24], predict the reaction product. The product is: [CH3:12][C:5]1([C:8]([O:10][CH3:11])=[O:9])[CH2:4][CH2:3][CH:2]([O:1][CH2:29][O:28][CH2:27][CH2:26][Si:23]([CH3:25])([CH3:24])[CH3:22])[CH2:7][CH2:6]1.